Predict the product of the given reaction. From a dataset of Forward reaction prediction with 1.9M reactions from USPTO patents (1976-2016). (1) Given the reactants [F:1][C:2]1[CH:3]=[C:4]([CH2:8][CH2:9][OH:10])[CH:5]=[CH:6][CH:7]=1.I[CH2:12][C:13]([O:15][CH2:16][CH3:17])=[O:14].C(C1C=CC=C(C(C)(C)C)N=1)(C)(C)C, predict the reaction product. The product is: [CH2:16]([O:15][C:13](=[O:14])[CH2:12][O:10][CH2:9][CH2:8][C:4]1[CH:5]=[CH:6][CH:7]=[C:2]([F:1])[CH:3]=1)[CH3:17]. (2) Given the reactants [Cl:1][C:2]1[CH:3]=[CH:4][C:5]([O:18][CH2:19][CH:20]([CH3:22])[CH3:21])=[C:6]([CH2:8][N:9]2[C:13]([CH3:14])=[CH:12][C:11]([C:15]([OH:17])=O)=[N:10]2)[CH:7]=1.[NH2:23][C:24]1[CH:31]=[CH:30][C:27]([CH2:28][OH:29])=[CH:26][CH:25]=1.Cl.CN(C)CCCN=C=NCC.O.ON1C2C=CC=CC=2N=N1, predict the reaction product. The product is: [Cl:1][C:2]1[CH:3]=[CH:4][C:5]([O:18][CH2:19][CH:20]([CH3:22])[CH3:21])=[C:6]([CH2:8][N:9]2[C:13]([CH3:14])=[CH:12][C:11]([C:15]([NH:23][C:24]3[CH:31]=[CH:30][C:27]([CH2:28][OH:29])=[CH:26][CH:25]=3)=[O:17])=[N:10]2)[CH:7]=1. (3) Given the reactants [CH3:1][O:2][C:3](=[O:32])[C:4]1[CH:9]=[CH:8][C:7]([O:10][CH2:11][C:12]2[C:13]([C:25]3[CH:30]=[CH:29][C:28]([F:31])=[CH:27][CH:26]=3)=[N:14][O:15][C:16]=2/[CH:17]=C/C2C=CC=CC=2)=[N:6][CH:5]=1.I([O-])(=O)(=O)=[O:34].[Na+], predict the reaction product. The product is: [CH3:1][O:2][C:3](=[O:32])[C:4]1[CH:9]=[CH:8][C:7]([O:10][CH2:11][C:12]2[C:13]([C:25]3[CH:30]=[CH:29][C:28]([F:31])=[CH:27][CH:26]=3)=[N:14][O:15][C:16]=2[CH:17]=[O:34])=[N:6][CH:5]=1.